Dataset: Peptide-MHC class I binding affinity with 185,985 pairs from IEDB/IMGT. Task: Regression. Given a peptide amino acid sequence and an MHC pseudo amino acid sequence, predict their binding affinity value. This is MHC class I binding data. (1) The peptide sequence is YQSFLFWFL. The MHC is HLA-A02:03 with pseudo-sequence HLA-A02:03. The binding affinity (normalized) is 0.915. (2) The peptide sequence is IVTDFSVIK. The MHC is HLA-A23:01 with pseudo-sequence HLA-A23:01. The binding affinity (normalized) is 0. (3) The peptide sequence is ARRAPPLQV. The MHC is H-2-Dd with pseudo-sequence H-2-Dd. The binding affinity (normalized) is 0. (4) The peptide sequence is SIMKNTTNA. The MHC is HLA-B07:02 with pseudo-sequence HLA-B07:02. The binding affinity (normalized) is 0.376. (5) The peptide sequence is APDGFYPFK. The MHC is HLA-A80:01 with pseudo-sequence HLA-A80:01. The binding affinity (normalized) is 0.0847. (6) The peptide sequence is ELQAALARV. The MHC is HLA-A02:01 with pseudo-sequence HLA-A02:01. The binding affinity (normalized) is 0.415. (7) The peptide sequence is HTAWDSHWV. The MHC is HLA-B58:01 with pseudo-sequence HLA-B58:01. The binding affinity (normalized) is 0.0847. (8) The binding affinity (normalized) is 0.0847. The peptide sequence is VILYFMYRK. The MHC is HLA-A02:01 with pseudo-sequence HLA-A02:01. (9) The peptide sequence is HLKRRKEPL. The MHC is HLA-B08:02 with pseudo-sequence HLA-B08:02. The binding affinity (normalized) is 0.434. (10) The peptide sequence is YFLRRLALV. The MHC is HLA-B44:02 with pseudo-sequence HLA-B44:02. The binding affinity (normalized) is 0.0847.